Dataset: Forward reaction prediction with 1.9M reactions from USPTO patents (1976-2016). Task: Predict the product of the given reaction. Given the reactants C(N[CH:5]([CH3:7])[CH3:6])(C)C.[C:8](=[O:10])=O.CC(C)=[O:13].[Li]CCCC.[C:20](#[N:22])[CH3:21], predict the reaction product. The product is: [CH3:8][O:10][CH:5]([CH3:6])[C:7](=[O:13])[CH2:21][C:20]#[N:22].